From a dataset of Retrosynthesis with 50K atom-mapped reactions and 10 reaction types from USPTO. Predict the reactants needed to synthesize the given product. (1) Given the product O=c1n(Cc2ccnc(-c3cccc(Cl)c3Cl)c2)nc(-c2ccc(Cl)cc2)n1C[C@H](O)C(F)(F)F, predict the reactants needed to synthesize it. The reactants are: Clc1cccc(-c2cc(CBr)ccn2)c1Cl.O=c1[nH]nc(-c2ccc(Cl)cc2)n1C[C@H](O)C(F)(F)F. (2) Given the product Cc1ccc2nc(N3CCS(=O)(=O)c4ccccc4C3)cc(NCCN(C)C)c2c1, predict the reactants needed to synthesize it. The reactants are: CN(C)CCN.Cc1ccc2nc(N3CCS(=O)(=O)c4ccccc4C3)cc(Cl)c2c1. (3) Given the product CCOC(COc1cc(Br)ccc1OC)OCC, predict the reactants needed to synthesize it. The reactants are: CCOC(CBr)OCC.COc1ccc(Br)cc1O. (4) Given the product Cc1cc(Cl)ccc1-c1ccc(CCCC(=O)O)cc1, predict the reactants needed to synthesize it. The reactants are: Cc1cc(Cl)ccc1-c1ccc(C(=O)CCC(=O)O)cc1. (5) Given the product Cn1c(CN2CCC[C@H]2C(N)=O)cnc1-c1ccc2ncnc(Nc3ccc(OCc4ccccc4)cc3)c2c1, predict the reactants needed to synthesize it. The reactants are: Cn1c(C=O)cnc1-c1ccc2ncnc(Nc3ccc(OCc4ccccc4)cc3)c2c1.NC(=O)[C@@H]1CCCN1. (6) Given the product N#Cc1ccc(N2CC[C@@H](Oc3cccc(C(=O)O)c3)C2=O)cc1, predict the reactants needed to synthesize it. The reactants are: COC(=O)c1cccc(O[C@@H]2CCN(c3ccc(C#N)cc3)C2=O)c1.